From a dataset of Forward reaction prediction with 1.9M reactions from USPTO patents (1976-2016). Predict the product of the given reaction. Given the reactants [OH-].[Na+].[CH2:3]([O:5][C:6]1[CH:11]=[C:10]([CH2:12][N:13]2[CH2:16][C:15]3([CH2:20][C:19]([N:21]4[CH2:26][CH2:25][C:24]([CH2:32][CH3:33])([C:27]([O:29]CC)=[O:28])[CH2:23][CH2:22]4)=[N:18][O:17]3)[CH2:14]2)[CH:9]=[C:8]([O:34][CH2:35][CH3:36])[C:7]=1[C:37]1[CH:42]=[CH:41][C:40]([F:43])=[CH:39][CH:38]=1)[CH3:4].Cl, predict the reaction product. The product is: [CH2:3]([O:5][C:6]1[CH:11]=[C:10]([CH2:12][N:13]2[CH2:16][C:15]3([CH2:20][C:19]([N:21]4[CH2:26][CH2:25][C:24]([CH2:32][CH3:33])([C:27]([OH:29])=[O:28])[CH2:23][CH2:22]4)=[N:18][O:17]3)[CH2:14]2)[CH:9]=[C:8]([O:34][CH2:35][CH3:36])[C:7]=1[C:37]1[CH:42]=[CH:41][C:40]([F:43])=[CH:39][CH:38]=1)[CH3:4].